Dataset: Experimentally validated miRNA-target interactions with 360,000+ pairs, plus equal number of negative samples. Task: Binary Classification. Given a miRNA mature sequence and a target amino acid sequence, predict their likelihood of interaction. (1) The miRNA is hsa-miR-4646-3p with sequence AUUGUCCCUCUCCCUUCCCAG. The protein sequence of the target gene is MAALPGTVPRMMRPAPGQNYPRTGFPLEVSTPLGQGRVNQLGGVFINGRPLPNHIRHKIVEMAHHGIRPCVISRQLRVSHGCVSKILCRYQETGSIRPGAIGGSKPRQVATPDVEKKIEEYKRENPGMFSWEIRDRLLKDGHCDRSTVPSGLVSSISRVLRIKFGKKEEEDEADKKEDDGEKKAKHSIDGILGDKGNRLDEGSDVESEPDLPLKRKQRRSRTTFTAEQLEELEKAFERTHYPDIYTREELAQRTKLTEARVQVWFSNRRARWRKQAGANQLAAFNHLLPGGFPPTGMPTL.... Result: 1 (interaction). (2) The miRNA is hsa-miR-6504-5p with sequence UCUGGCUGUGCUGUAAUGCAG. The protein sequence of the target gene is MSVPPLLRPPSPLLPAAAAVAAAAAALVPGSGPAPFPAPGAAPAGGISFHLQIGLSREPVLLLQDSSGDYSLAHVREMACSIVDQKFPECGFYGLYDKILLFRHDPASDNILQLVKIASDIQEGDLIEVVLSASATFEDFQIRPHALFVHSYRAPAFCDHCGEMLWGLVRQGLKCEGCGLNYHKRCAFKIPNNCSGVRRRRLSNVSLTGLGTVRTASAEFSTSVPDEPLLSPVSPGFEQKSPSESFIGREKRSNSQSYIGRPIQLDKLLMSKVKVPHTFVIHSYTRPTVCQFCKKLLKGL.... Result: 0 (no interaction). (3) The miRNA is hsa-miR-6731-3p with sequence UCUAUUCCCCACUCUCCCCAG. The protein sequence of the target gene is MALTSFLPAPTQLSQDQLEAEEKARSQRSRQTSLVSSRREPPPYGYRKGWIPRLLEDFGDGGAFPEIHVAQYPLDMGRKKKMSNALAIQVDSEGKIKYDAIARQGQSKDKVIYSKYTDLVPKEVMNADDPDLQRPDEEAIKEITEKTRVALEKSVSQKVAAAMPVRAADKLAPAQYIRYTPSQQGVAFNSGAKQRVIRMVEMQKDPMEPPRFKINKKIPRGPPSPPAPVMHSPSRKMTVKEQQEWKIPPCISNWKNAKGYTIPLDKRLAADGRGLQTVHINENFAKLAEALYIADRKARE.... Result: 0 (no interaction). (4) The miRNA is hsa-miR-559 with sequence UAAAGUAAAUAUGCACCAAAA. The protein sequence of the target gene is MSVDNWLLHPLWGQTFLLLLSVAVAQAHWPSEPSEAVRDWKNQLEASMHSVLSDFQEAVPTVVGIPDGTAVVGRSFRVSIPTDLIASSGEIIKVSAAGKEALPSWLHWDPHSHILEGLPLDTDKGVHYISVSAARLGANGSHVPQTSSVFSIEVYPEDHNEPQSVRAASSDPGEVVPSACAADEPVTVLTVILDADLTKMTPKQRIDLLNRMQSFSEVELHNMKLVPVVNNRLFDMSAFMAGPGNAKKVVENGALLSWKLGCSLNQNSVPDIRGVETPAREGAMSAQLGYPVVGWHIANK.... Result: 0 (no interaction). (5) The miRNA is hsa-miR-3924 with sequence AUAUGUAUAUGUGACUGCUACU. The protein sequence of the target gene is MTTTFLQTSSSTFGGGSTRGGSLLAGGGGFGGGSLSGGGGSRSISASSARFVSSGSGGGYGGGMRVCGFGGGAGSVFGGGFGGGVGGGFGGGFGGGDGGLLSGNEKITMQNLNDRLASYLDKVRALEEANADLEVKIHDWYQKQTPTSPECDYSQYFKTIEELRDKIMATTIDNSRVILEIDNARLAADDFRLKYENELALRQGVEADINGLRRVLDELTLARTDLEMQIEGLNEELAYLKKNHEEEMKEFSSQLAGQVNVEMDAAPGVDLTRVLAEMREQYEAMAEKNRRDVEAWFFSK.... Result: 0 (no interaction).